This data is from Full USPTO retrosynthesis dataset with 1.9M reactions from patents (1976-2016). The task is: Predict the reactants needed to synthesize the given product. (1) Given the product [Cl:1][C:2]1[C:3]([N:8]2[C:12]([C:13]([OH:15])=[O:14])=[CH:11][C:10]([C:17]#[C:18][C:19]3[CH:24]=[CH:23][C:22]([O:25][C:26]([F:29])([F:27])[F:28])=[CH:21][CH:20]=3)=[N:9]2)=[N:4][CH:5]=[CH:6][CH:7]=1, predict the reactants needed to synthesize it. The reactants are: [Cl:1][C:2]1[C:3]([N:8]2[C:12]([C:13]([O:15]C)=[O:14])=[CH:11][C:10]([C:17]#[C:18][C:19]3[CH:24]=[CH:23][C:22]([O:25][C:26]([F:29])([F:28])[F:27])=[CH:21][CH:20]=3)=[N:9]2)=[N:4][CH:5]=[CH:6][CH:7]=1.[OH-].[Na+]. (2) Given the product [Br:1][C:2]1[CH:6]=[N:5][N:4]([CH3:7])[C:3]=1[NH:8][C:9]1[CH:14]=[CH:13][C:12]([C:20]2[CH:21]=[CH:22][C:17]([F:16])=[CH:18][C:19]=2[CH3:26])=[CH:11][CH:10]=1, predict the reactants needed to synthesize it. The reactants are: [Br:1][C:2]1[CH:6]=[N:5][N:4]([CH3:7])[C:3]=1[NH:8][C:9]1[CH:14]=[CH:13][C:12](I)=[CH:11][CH:10]=1.[F:16][C:17]1[CH:22]=[CH:21][C:20](B(O)O)=[C:19]([CH3:26])[CH:18]=1.C(=O)([O-])[O-].[Cs+].[Cs+].COCCOC. (3) Given the product [O:30]=[C:28]1[O:27][CH2:26][C@:25]2([CH2:31][CH2:32][C@H:23]([C:18]3[CH:19]=[C:20]4[C:15](=[CH:16][CH:17]=3)[CH2:14][C@H:13]([CH:12]=[O:11])[CH2:22][CH2:21]4)[CH2:24]2)[NH:29]1, predict the reactants needed to synthesize it. The reactants are: C(Cl)(=O)C(Cl)=O.CS(C)=O.[OH:11][CH2:12][C@@H:13]1[CH2:22][CH2:21][C:20]2[CH:19]=[C:18]([C@H:23]3[CH2:32][CH2:31][C@@:25]4([NH:29][C:28](=[O:30])[O:27][CH2:26]4)[CH2:24]3)[CH:17]=[CH:16][C:15]=2[CH2:14]1.